This data is from Catalyst prediction with 721,799 reactions and 888 catalyst types from USPTO. The task is: Predict which catalyst facilitates the given reaction. Reactant: [CH:1]1([C:4]2[C:5]([CH2:18][N:19]3[CH2:24][CH2:23][C:22]([C:27]4[CH:32]=[CH:31][C:30]([F:33])=[CH:29][CH:28]=4)([CH2:25][OH:26])[CH2:21][CH2:20]3)=[CH:6][C:7]([F:17])=[C:8]([CH:16]=2)[C:9]([O:11][C:12]([CH3:15])([CH3:14])[CH3:13])=[O:10])[CH2:3][CH2:2]1.CI.[CH3:36][Si]([N-][Si](C)(C)C)(C)C.[Li+]. Product: [CH:1]1([C:4]2[C:5]([CH2:18][N:19]3[CH2:24][CH2:23][C:22]([C:27]4[CH:32]=[CH:31][C:30]([F:33])=[CH:29][CH:28]=4)([CH2:25][O:26][CH3:36])[CH2:21][CH2:20]3)=[CH:6][C:7]([F:17])=[C:8]([CH:16]=2)[C:9]([O:11][C:12]([CH3:13])([CH3:14])[CH3:15])=[O:10])[CH2:3][CH2:2]1. The catalyst class is: 54.